Dataset: Forward reaction prediction with 1.9M reactions from USPTO patents (1976-2016). Task: Predict the product of the given reaction. (1) Given the reactants CC([O-])=O.CC([O-])=O.[Pd+2:9].[CH:10]1([P:16]([CH:33]2[CH2:38][CH2:37][CH2:36][CH2:35][CH2:34]2)[C:17]2[CH:22]=[CH:21][CH:20]=[CH:19][C:18]=2[C:23]2[C:28]([O:29][CH3:30])=[CH:27][CH:26]=[CH:25][C:24]=2[O:31][CH3:32])[CH2:15][CH2:14][CH2:13][CH2:12][CH2:11]1, predict the reaction product. The product is: [CH:33]1([P:16]([CH:10]2[CH2:11][CH2:12][CH2:13][CH2:14][CH2:15]2)[C:17]2[CH:22]=[CH:21][CH:20]=[CH:19][C:18]=2[C:23]2[C:28]([O:29][CH3:30])=[CH:27][CH:26]=[CH:25][C:24]=2[O:31][CH3:32])[CH2:38][CH2:37][CH2:36][CH2:35][CH2:34]1.[Pd:9]. (2) Given the reactants [C:1]([C:5]1[CH:6]=[C:7]([NH:17][C:18](=[O:30])[NH:19][C:20]2[S:24][C:23]([C:25](O)=[O:26])=[C:22]([Cl:28])[C:21]=2[CH3:29])[N:8]([C:10]2[CH:15]=[CH:14][C:13]([F:16])=[CH:12][CH:11]=2)[N:9]=1)([CH3:4])([CH3:3])[CH3:2].[CH3:31][N:32]1[CH2:37][CH2:36][NH:35][CH2:34][CH2:33]1, predict the reaction product. The product is: [C:1]([C:5]1[CH:6]=[C:7]([NH:17][C:18]([NH:19][C:20]2[S:24][C:23]([C:25]([N:35]3[CH2:36][CH2:37][N:32]([CH3:31])[CH2:33][CH2:34]3)=[O:26])=[C:22]([Cl:28])[C:21]=2[CH3:29])=[O:30])[N:8]([C:10]2[CH:15]=[CH:14][C:13]([F:16])=[CH:12][CH:11]=2)[N:9]=1)([CH3:4])([CH3:2])[CH3:3]. (3) Given the reactants [CH3:1][CH:2]1[C:7](=O)[CH2:6][CH2:5][CH2:4][C:3]1=[O:9].[CH:10]1[C:19]2[C:14](=[CH:15][C:16]([NH2:20])=[CH:17][CH:18]=2)[CH:13]=[CH:12][N:11]=1, predict the reaction product. The product is: [CH:10]1[C:19]2[C:14](=[CH:15][C:16]([NH:20][C:7]3[CH2:6][CH2:5][CH2:4][C:3](=[O:9])[C:2]=3[CH3:1])=[CH:17][CH:18]=2)[CH:13]=[CH:12][N:11]=1. (4) Given the reactants C1(P(C2C=CC=CC=2)C2C=CC=CC=2)C=CC=CC=1.[Br:20]Br.[CH2:22]([O:24][CH:25]([CH2:28][C:29]1[CH:34]=[CH:33][C:32]([CH3:35])=[CH:31][CH:30]=1)[CH2:26]O)[CH3:23], predict the reaction product. The product is: [Br:20][CH2:26][CH:25]([O:24][CH2:22][CH3:23])[CH2:28][C:29]1[CH:34]=[CH:33][C:32]([CH3:35])=[CH:31][CH:30]=1. (5) Given the reactants [CH3:1][N:2]([CH3:14])[C:3]([N:5]1[CH2:9][CH:8]2[CH2:10][C:11](=O)[CH2:12][CH:7]2[CH2:6]1)=[O:4].C1(C)C=CC(S([CH2:24][N+:25]#[C-])(=O)=O)=CC=1.CC(C)([O-])C.[K+].C(O)CCC, predict the reaction product. The product is: [CH3:1][N:2]([CH3:14])[C:3]([N:5]1[CH2:9][CH:8]2[CH2:10][CH:11]([C:24]#[N:25])[CH2:12][CH:7]2[CH2:6]1)=[O:4].